Dataset: CYP3A4 inhibition data for predicting drug metabolism from PubChem BioAssay. Task: Regression/Classification. Given a drug SMILES string, predict its absorption, distribution, metabolism, or excretion properties. Task type varies by dataset: regression for continuous measurements (e.g., permeability, clearance, half-life) or binary classification for categorical outcomes (e.g., BBB penetration, CYP inhibition). Dataset: cyp3a4_veith. (1) The compound is O=C1C(SCCO)=C(SCCO)C(=O)c2ccccc21. The result is 1 (inhibitor). (2) The compound is O=C1CCCC2=C1C(c1ccc(OS(=O)(=O)c3ccc(Cl)cc3)cc1)C1=C(CCCC1=O)O2. The result is 1 (inhibitor). (3) The molecule is COc1cccc([C@@H]2Oc3ccc(OC)cc3/C(=N/OC[C@@H](C)[C@H](OCc3ccccc3)C(C)C)[C@@H]2O)c1. The result is 1 (inhibitor). (4) The compound is CN(Cc1ccco1)c1ccnc(-c2ccoc2)n1. The result is 0 (non-inhibitor). (5) The compound is COc1ccccc1/C=N/NC(=O)CC(=O)Nc1ccc(Cl)c(Cl)c1. The result is 1 (inhibitor). (6) The drug is Cn1ncc([N+](=O)[O-])c1C(=O)N1CCOCC1. The result is 0 (non-inhibitor). (7) The molecule is C=CCNC(=O)c1onc(CSc2cc(C)cc(C)c2)c1C(=O)O. The result is 1 (inhibitor). (8) The compound is Brc1ccc(-c2nnc(-c3ccccc3)c(N3CCSCC3)n2)cc1. The result is 0 (non-inhibitor).